This data is from NCI-60 drug combinations with 297,098 pairs across 59 cell lines. The task is: Regression. Given two drug SMILES strings and cell line genomic features, predict the synergy score measuring deviation from expected non-interaction effect. (1) Drug 1: CCC(=C(C1=CC=CC=C1)C2=CC=C(C=C2)OCCN(C)C)C3=CC=CC=C3.C(C(=O)O)C(CC(=O)O)(C(=O)O)O. Drug 2: CC(C)CN1C=NC2=C1C3=CC=CC=C3N=C2N. Cell line: SK-MEL-5. Synergy scores: CSS=22.4, Synergy_ZIP=-0.261, Synergy_Bliss=-6.12, Synergy_Loewe=-5.50, Synergy_HSA=-7.05. (2) Drug 2: CC1C(C(CC(O1)OC2CC(CC3=C2C(=C4C(=C3O)C(=O)C5=CC=CC=C5C4=O)O)(C(=O)C)O)N)O. Synergy scores: CSS=67.2, Synergy_ZIP=17.2, Synergy_Bliss=11.8, Synergy_Loewe=-0.0416, Synergy_HSA=13.4. Drug 1: CC1C(C(CC(O1)OC2CC(OC(C2O)C)OC3=CC4=CC5=C(C(=O)C(C(C5)C(C(=O)C(C(C)O)O)OC)OC6CC(C(C(O6)C)O)OC7CC(C(C(O7)C)O)OC8CC(C(C(O8)C)O)(C)O)C(=C4C(=C3C)O)O)O)O. Cell line: SF-539.